From a dataset of Reaction yield outcomes from USPTO patents with 853,638 reactions. Predict the reaction yield, written as a fraction of the theoretical maximum amount of product (1.0 means a 100% yield; for example, 0.34 means a 34% yield). The reactants are [H-].[Na+].[F:3][C:4]1[CH:9]=[C:8]([NH2:10])[CH:7]=[CH:6][C:5]=1[OH:11].[Cl:12][C:13]1[CH:18]=[C:17]([N+]([O-])=O)[CH:16]=[CH:15][N:14]=1. The catalyst is CN(C=O)C. The product is [Cl:12][C:13]1[CH:18]=[C:17]([O:11][C:5]2[CH:6]=[CH:7][C:8]([NH2:10])=[CH:9][C:4]=2[F:3])[CH:16]=[CH:15][N:14]=1. The yield is 0.760.